This data is from Reaction yield outcomes from USPTO patents with 853,638 reactions. The task is: Predict the reaction yield, written as a fraction of the theoretical maximum amount of product (1.0 means a 100% yield; for example, 0.34 means a 34% yield). (1) The reactants are [ClH:1].C(OCC)(=O)C.[CH3:8][O:9][C:10]([C:12]1([NH:18][C:19]([C:21]2[CH:26]=[CH:25][C:24]([N:27]3[CH2:32][CH2:31][N:30]([CH2:33][CH2:34][CH3:35])[CH2:29][CH2:28]3)=[CH:23][CH:22]=2)=[O:20])[CH2:17][CH2:16][CH2:15][CH2:14][CH2:13]1)=[O:11]. The catalyst is C(OCC)(=O)C. The product is [ClH:1].[CH3:8][O:9][C:10]([C:12]1([NH:18][C:19]([C:21]2[CH:26]=[CH:25][C:24]([N:27]3[CH2:32][CH2:31][N:30]([CH2:33][CH2:34][CH3:35])[CH2:29][CH2:28]3)=[CH:23][CH:22]=2)=[O:20])[CH2:17][CH2:16][CH2:15][CH2:14][CH2:13]1)=[O:11]. The yield is 0.660. (2) The reactants are [CH2:1]([C:6]1[CH:11]=[CH:10][C:9]([C:12]2[N:16]([CH3:17])[N:15]=[C:14]([C:18](=O)[CH3:19])[C:13]=2[OH:21])=[CH:8][CH:7]=1)[CH2:2][CH2:3][CH2:4][CH3:5].[NH:22]([C:24]([NH:26][C:27]1[CH:35]=[CH:34][C:30]([C:31]([OH:33])=[O:32])=[CH:29][CH:28]=1)=[S:25])[NH2:23].CN(C)C=O. The catalyst is Cl.O. The product is [CH2:1]([C:6]1[CH:11]=[CH:10][C:9]([C:12]2[N:16]([CH3:17])[N:15]=[C:14]([C:18](=[N:23][NH:22][C:24]([NH:26][C:27]3[CH:35]=[CH:34][C:30]([C:31]([OH:33])=[O:32])=[CH:29][CH:28]=3)=[S:25])[CH3:19])[C:13]=2[OH:21])=[CH:8][CH:7]=1)[CH2:2][CH2:3][CH2:4][CH3:5]. The yield is 0.760. (3) The reactants are [CH3:1][C:2]1[C:11]2[C:6](=[C:7]([CH3:13])[CH:8]=[CH:9][C:10]=2[CH3:12])[N:5]=[C:4](O)[CH:3]=1.O=P(Cl)(Cl)[Cl:17]. The catalyst is C1(C)C=CC=CC=1. The product is [Cl:17][C:4]1[CH:3]=[C:2]([CH3:1])[C:11]2[C:6](=[C:7]([CH3:13])[CH:8]=[CH:9][C:10]=2[CH3:12])[N:5]=1. The yield is 0.850.